This data is from Peptide-MHC class II binding affinity with 134,281 pairs from IEDB. The task is: Regression. Given a peptide amino acid sequence and an MHC pseudo amino acid sequence, predict their binding affinity value. This is MHC class II binding data. The peptide sequence is FATCFLIPLTSQFFLP. The MHC is DRB1_1101 with pseudo-sequence DRB1_1101. The binding affinity (normalized) is 0.